Dataset: Full USPTO retrosynthesis dataset with 1.9M reactions from patents (1976-2016). Task: Predict the reactants needed to synthesize the given product. (1) The reactants are: [CH3:1][C:2]1[C:7]([C:8](OCC)=[O:9])=[C:6]([C:13]2[CH:18]=[CH:17][C:16]([CH3:19])=[CH:15][CH:14]=2)[N:5]=[C:4]([N:20]2[CH2:25][CH2:24][CH2:23][CH2:22][CH2:21]2)[N:3]=1.[H-].C([Al+]CC(C)C)C(C)C. Given the product [CH3:1][C:2]1[C:7]([CH2:8][OH:9])=[C:6]([C:13]2[CH:14]=[CH:15][C:16]([CH3:19])=[CH:17][CH:18]=2)[N:5]=[C:4]([N:20]2[CH2:25][CH2:24][CH2:23][CH2:22][CH2:21]2)[N:3]=1, predict the reactants needed to synthesize it. (2) Given the product [CH3:39][S:36]([O:11][CH:10]([C:12]1[CH:17]=[CH:16][CH:15]=[C:14]([NH:18][C:19]([O:20][CH2:21][C:22]2[CH:23]=[CH:24][CH:25]=[CH:26][CH:27]=2)=[O:28])[CH:13]=1)[CH2:9][O:8][Si:1]([C:4]([CH3:7])([CH3:6])[CH3:5])([CH3:3])[CH3:2])(=[O:38])=[O:37], predict the reactants needed to synthesize it. The reactants are: [Si:1]([O:8][CH2:9][CH:10]([C:12]1[CH:13]=[C:14]([NH:18][C:19](=[O:28])[O:20][CH2:21][C:22]2[CH:27]=[CH:26][CH:25]=[CH:24][CH:23]=2)[CH:15]=[CH:16][CH:17]=1)[OH:11])([C:4]([CH3:7])([CH3:6])[CH3:5])([CH3:3])[CH3:2].C(N(CC)CC)C.[S:36](Cl)([CH3:39])(=[O:38])=[O:37]. (3) Given the product [C:12]([C:10]1[N:9]([CH3:16])[N:8]([CH2:17][C@H:18]2[CH2:22][CH2:21][CH2:20][O:19]2)/[C:7](=[N:6]/[C:4](=[O:5])[C:3]2[CH:23]=[C:24]([C:27]([F:30])([F:29])[F:28])[CH:25]=[CH:26][C:2]=2/[CH:35]=[CH:34]/[CH2:33][O:32][CH3:31])/[CH:11]=1)([CH3:15])([CH3:14])[CH3:13], predict the reactants needed to synthesize it. The reactants are: Br[C:2]1[CH:26]=[CH:25][C:24]([C:27]([F:30])([F:29])[F:28])=[CH:23][C:3]=1[C:4](/[N:6]=[C:7]1/[N:8]([CH2:17][C@H:18]2[CH2:22][CH2:21][CH2:20][O:19]2)[N:9]([CH3:16])[C:10]([C:12]([CH3:15])([CH3:14])[CH3:13])=[CH:11]/1)=[O:5].[CH3:31][O:32][CH2:33]/[CH:34]=[CH:35]/B1OC(C)(C)C(C)(C)O1.[F-].[Cs+].C(OCC)(=O)C. (4) Given the product [CH:1]1[CH:2]=[CH:3][N:4]2[CH2:10][C:9]3[CH:11]=[CH:12][CH:13]=[CH:14][C:8]=3[N:7]([C:15]([C:17]3[CH:18]=[CH:19][C:20]([C:35]4[C:40]([CH3:42])([CH3:41])[CH2:39][CH2:38][CH2:37][CH:36]=4)=[CH:21][CH:22]=3)=[O:16])[CH2:6][C:5]=12, predict the reactants needed to synthesize it. The reactants are: [CH:1]1[CH:2]=[CH:3][N:4]2[CH2:10][C:9]3[CH:11]=[CH:12][CH:13]=[CH:14][C:8]=3[N:7]([C:15]([C:17]3[CH:22]=[CH:21][C:20](C4CCCCC=4)=[CH:19][CH:18]=3)=[O:16])[CH2:6][C:5]=12.FC(F)(F)S(O[C:35]1[C:40]([CH3:42])([CH3:41])[CH2:39][CH2:38][CH2:37][CH:36]=1)(=O)=O. (5) Given the product [OH:7][CH2:8][CH2:9][CH2:10][O:11][C:12]1[CH:13]=[C:14]([CH:22]=[CH:23][CH:24]=1)[O:15][CH2:16][C:17]([O:19][CH2:20][CH3:21])=[O:18], predict the reactants needed to synthesize it. The reactants are: O1CCCCC1[O:7][CH2:8][CH2:9][CH2:10][O:11][C:12]1[CH:13]=[C:14]([CH:22]=[CH:23][CH:24]=1)[O:15][CH2:16][C:17]([O:19][CH2:20][CH3:21])=[O:18].Cl.C([O-])(O)=O.[Na+]. (6) Given the product [CH:36]([O:39][C:40]([N:42]1[CH2:47][CH2:46][CH:45]([N:48]2[C:52]3=[N:53][CH:54]=[N:55][C:56]([O:69][C:61]4[CH:62]=[CH:63][C:64]([S:65]([CH3:68])(=[O:67])=[O:66])=[C:59]([F:58])[CH:60]=4)=[C:51]3[CH:50]=[N:49]2)[CH2:44][CH2:43]1)=[O:41])([CH3:38])[CH3:37], predict the reactants needed to synthesize it. The reactants are: FC1C=C(S(C)(=O)=O)C=CC=1OC1N=CN=C2N(C3CCC(C4ON=C(C(C)C)N=4)CC3)N=CC=12.[CH:36]([O:39][C:40]([N:42]1[CH2:47][CH2:46][CH:45]([N:48]2[C:52]3=[N:53][CH:54]=[N:55][C:56](Cl)=[C:51]3[CH:50]=[N:49]2)[CH2:44][CH2:43]1)=[O:41])([CH3:38])[CH3:37].[F:58][C:59]1[CH:60]=[C:61]([OH:69])[CH:62]=[CH:63][C:64]=1[S:65]([CH3:68])(=[O:67])=[O:66]. (7) Given the product [Br:5][C:6]1[CH:11]=[CH:10][CH:9]=[C:8]([O:12][CH2:2][O:3][CH3:4])[C:7]=1[F:13], predict the reactants needed to synthesize it. The reactants are: Cl[CH2:2][O:3][CH3:4].[Br:5][C:6]1[C:7]([F:13])=[C:8]([OH:12])[CH:9]=[CH:10][CH:11]=1.C(N(CC)C(C)C)(C)C.